Task: Predict the reactants needed to synthesize the given product.. Dataset: Full USPTO retrosynthesis dataset with 1.9M reactions from patents (1976-2016) (1) Given the product [CH3:1][C:2]([CH3:26])=[CH:3][CH2:4][C:5]1[C:6]([OH:25])=[CH:7][C:8]([O:23][CH3:24])=[C:9]2[C:12](=[O:13])[CH2:14][CH:15]([C:16]3[CH:17]=[CH:18][C:19]([OH:22])=[CH:20][CH:21]=3)[O:11][C:10]=12, predict the reactants needed to synthesize it. The reactants are: [CH3:1][C:2]([CH3:26])=[CH:3][CH2:4][C:5]1[C:6]([OH:25])=[CH:7][C:8]([O:23][CH3:24])=[C:9]([C:12](/[CH:14]=[CH:15]/[C:16]2[CH:17]=[CH:18][C:19]([OH:22])=[CH:20][CH:21]=2)=[O:13])[C:10]=1[OH:11].COC(=O)/C=C/C1C=CC(O)=C(O)C=1.C([O-])(=O)C.[Na+]. (2) Given the product [CH3:1][O:2][C:3](=[O:23])[CH2:4][C:5]1[C:14]([CH3:15])=[C:13]([CH:16]2[CH2:17][CH2:18][N:19]([S:34]([CH2:33][C:28]3[CH:29]=[CH:30][CH:31]=[CH:32][C:27]=3[N+:24]([O-:26])=[O:25])(=[O:35])=[O:36])[CH2:20][CH2:21]2)[C:12]2[C:7](=[CH:8][CH:9]=[C:10]([F:22])[CH:11]=2)[CH:6]=1, predict the reactants needed to synthesize it. The reactants are: [CH3:1][O:2][C:3](=[O:23])[CH2:4][C:5]1[C:14]([CH3:15])=[C:13]([CH:16]2[CH2:21][CH2:20][NH:19][CH2:18][CH2:17]2)[C:12]2[C:7](=[CH:8][CH:9]=[C:10]([F:22])[CH:11]=2)[CH:6]=1.[N+:24]([C:27]1[CH:32]=[CH:31][CH:30]=[CH:29][C:28]=1[CH2:33][S:34](Cl)(=[O:36])=[O:35])([O-:26])=[O:25].C(N(CC)C(C)C)(C)C. (3) The reactants are: Br[C:2]1[CH:3]=[CH:4][C:5]([CH3:19])=[C:6]([CH:18]=1)[O:7][C:8]1[CH:13]=[CH:12][C:11]([C:14]([F:17])([F:16])[F:15])=[CH:10][N:9]=1.C([O:23][B:24](OC(C)C)[O:25]C(C)C)(C)C.C1COCC1.[Li]CCCC. Given the product [CH3:19][C:5]1[CH:4]=[CH:3][C:2]([B:24]([OH:25])[OH:23])=[CH:18][C:6]=1[O:7][C:8]1[CH:13]=[CH:12][C:11]([C:14]([F:17])([F:16])[F:15])=[CH:10][N:9]=1, predict the reactants needed to synthesize it. (4) Given the product [F:1][C:2]1[CH:7]=[C:6]([CH:5]=[CH:4][C:3]=1[N:9]1[CH2:14][CH2:13][N:12]([C@@H:15]2[CH2:19][CH2:18][C:17]([C:20]3[NH:29][C:28](=[O:30])[C:27]4[CH2:26][C:25]5([CH2:32][CH2:31]5)[CH2:24][CH2:23][C:22]=4[N:21]=3)=[CH:16]2)[CH2:11][CH2:10]1)[C:33]#[N:34], predict the reactants needed to synthesize it. The reactants are: [F:1][C:2]1[CH:7]=[C:6](I)[CH:5]=[CH:4][C:3]=1[N:9]1[CH2:14][CH2:13][N:12]([C@@H:15]2[CH2:19][CH2:18][C:17]([C:20]3[NH:29][C:28](=[O:30])[C:27]4[CH2:26][C:25]5([CH2:32][CH2:31]5)[CH2:24][CH2:23][C:22]=4[N:21]=3)=[CH:16]2)[CH2:11][CH2:10]1.[C:33]([Zn]C#N)#[N:34].